Binary Classification. Given a T-cell receptor sequence (or CDR3 region) and an epitope sequence, predict whether binding occurs between them. From a dataset of TCR-epitope binding with 47,182 pairs between 192 epitopes and 23,139 TCRs. (1) The epitope is ISPRTLNAW. The TCR CDR3 sequence is CASSPGTAEKLFF. Result: 0 (the TCR does not bind to the epitope). (2) The epitope is FVDGVPFVV. The TCR CDR3 sequence is CASSLGGGNQETQYF. Result: 0 (the TCR does not bind to the epitope). (3) The epitope is TVYDPLQPELDSFK. The TCR CDR3 sequence is CASSSPGLGETQYF. Result: 0 (the TCR does not bind to the epitope). (4) The epitope is EIYKRWII. The TCR CDR3 sequence is CATSSLATGELFF. Result: 0 (the TCR does not bind to the epitope). (5) The epitope is RLRPGGKKR. The TCR CDR3 sequence is CASSWSFYEQYF. Result: 0 (the TCR does not bind to the epitope). (6) The epitope is MPASWVMRI. The TCR CDR3 sequence is CASSSLPGGGEQYF. Result: 1 (the TCR binds to the epitope). (7) The epitope is KLPDDFTGCV. The TCR CDR3 sequence is CASSQRSYTDTQYF. Result: 1 (the TCR binds to the epitope). (8) The epitope is ELAGIGILTV. The TCR CDR3 sequence is CASSLSDSLPSYEQYF. Result: 1 (the TCR binds to the epitope). (9) The epitope is LLLGIGILV. The TCR CDR3 sequence is CASSGQRSGNTIYF. Result: 1 (the TCR binds to the epitope).